Dataset: Full USPTO retrosynthesis dataset with 1.9M reactions from patents (1976-2016). Task: Predict the reactants needed to synthesize the given product. (1) Given the product [Br:1][C:2]1[N:3]=[C:4]([CH2:21][CH3:22])[C:5]([NH:10][CH:11]2[C:19]3[CH:18]=[CH:17][S:42][C:14]=3[CH2:15][CH2:16][CH:12]2[CH3:13])=[N:6][C:7]=1[CH2:8][CH3:9], predict the reactants needed to synthesize it. The reactants are: [Br:1][C:2]1[N:3]=[C:4]([CH2:21][CH3:22])[C:5]([NH:10][C@@H:11]2[C:19]3[C:14](=[CH:15][CH:16]=[CH:17][CH:18]=3)[CH2:13][C@@H:12]2O)=[N:6][C:7]=1[CH2:8][CH3:9].C(C1C(NC2C3C=C[S:42]C=3CCC2C)=NC(CC)=CN=1)C. (2) Given the product [NH2:11][C:10]1[C:4]2[C:5](=[N:6][CH:7]=[C:2]([Cl:1])[C:3]=2[N:13]2[CH2:18][CH2:17][CH2:16][C@@H:15]([NH:19][C:20](=[O:26])[O:21][C:22]([CH3:24])([CH3:23])[CH3:25])[CH2:14]2)[NH:8][CH:9]=1, predict the reactants needed to synthesize it. The reactants are: [Cl:1][C:2]1[C:3](F)=[C:4]2[C:10]([NH2:11])=[CH:9][NH:8][C:5]2=[N:6][CH:7]=1.[NH:13]1[CH2:18][CH2:17][CH2:16][C@@H:15]([NH:19][C:20](=[O:26])[O:21][C:22]([CH3:25])([CH3:24])[CH3:23])[CH2:14]1.C(N(C(C)C)C(C)C)C. (3) Given the product [O:22]([C:17]1[CH:18]=[CH:19][CH:20]=[CH:21][C:16]=1[CH2:15][CH2:14][C:13]([N:12]1[CH2:11][CH2:10][NH:9][CH2:8][C@H:7]1[CH2:6][C:5]1[CH:4]=[CH:3][C:2]([O:1][CH2:46][C:47]([O:49][CH3:50])=[O:48])=[CH:38][CH:37]=1)=[O:29])[C:23]1[CH:28]=[CH:27][CH:26]=[CH:25][CH:24]=1, predict the reactants needed to synthesize it. The reactants are: [OH:1][C:2]1[CH:38]=[CH:37][C:5]([CH2:6][C@H:7]2[N:12]([C:13](=[O:29])[CH2:14][CH2:15][C:16]3[CH:21]=[CH:20][CH:19]=[CH:18][C:17]=3[O:22][C:23]3[CH:28]=[CH:27][CH:26]=[CH:25][CH:24]=3)[CH2:11][CH2:10][N:9](C(OC(C)(C)C)=O)[CH2:8]2)=[CH:4][CH:3]=1.C(=O)([O-])[O-].[K+].[K+].Cl[CH2:46][C:47]([O:49][CH3:50])=[O:48].C([O-])=O.[NH4+]. (4) Given the product [OH:12][CH2:11][CH2:10][N:7]1[CH2:8][CH2:9][N:5]([CH2:4][CH2:3][CH2:2][N:18]2[CH2:23][CH2:22][CH2:21][CH2:20][CH2:19]2)[C:6]1=[C:13]([C:16]#[N:17])[C:14]#[N:15], predict the reactants needed to synthesize it. The reactants are: Br[CH2:2][CH2:3][CH2:4][N:5]1[CH2:9][CH2:8][N:7]([CH2:10][CH2:11][OH:12])[C:6]1=[C:13]([C:16]#[N:17])[C:14]#[N:15].[NH:18]1[CH2:23][CH2:22][CH2:21][CH2:20][CH2:19]1. (5) Given the product [C:9]12([C:13]([OH:15])=[O:14])[CH2:12][C:5]([C:3]([OH:4])=[O:2])([CH2:11][CH2:10]1)[CH2:6][CH2:7][CH2:8]2, predict the reactants needed to synthesize it. The reactants are: C[O:2][C:3]([C:5]12[CH2:12][C:9]([C:13]([O:15]C)=[O:14])([CH2:10][CH2:11]1)[CH2:8][CH2:7][CH2:6]2)=[O:4].[OH-].[Li+].